The task is: Predict the product of the given reaction.. This data is from Forward reaction prediction with 1.9M reactions from USPTO patents (1976-2016). (1) Given the reactants CC(C)(OC(=O)[NH:6][CH2:7][CH2:8][O:9][CH2:10][CH2:11][O:12][CH2:13][CH2:14][O:15][CH2:16][CH2:17][NH:18][C:19](=[O:27])[CH2:20][CH2:21][CH2:22][CH2:23][C:24]([OH:26])=[O:25])C.FC(F)(F)C(O)=O, predict the reaction product. The product is: [NH2:6][CH2:7][CH2:8][O:9][CH2:10][CH2:11][O:12][CH2:13][CH2:14][O:15][CH2:16][CH2:17][NH:18][C:19](=[O:27])[CH2:20][CH2:21][CH2:22][CH2:23][C:24]([OH:26])=[O:25]. (2) The product is: [O:1]([CH2:8][CH:9]([C:11]1[CH:12]=[CH:13][C:14]([C:15]([NH:20][CH2:21][C:22]2[C:23]([CH3:35])=[N:24][C:25]([CH3:29])=[CH:26][C:27]=2[CH3:28])=[O:17])=[CH:18][CH:19]=1)[CH3:10])[C:2]1[CH:3]=[CH:4][CH:5]=[CH:6][CH:7]=1. Given the reactants [O:1]([CH2:8][CH:9]([C:11]1[CH:19]=[CH:18][C:14]([C:15]([OH:17])=O)=[CH:13][CH:12]=1)[CH3:10])[C:2]1[CH:7]=[CH:6][CH:5]=[CH:4][CH:3]=1.[NH2:20][CH2:21][C:22]1[C:23](O)=[N:24][C:25]([CH3:29])=[CH:26][C:27]=1[CH3:28].ON1C2C=CC=C[C:35]=2N=N1.Cl.CN(C)CCCN=C=NCC, predict the reaction product. (3) Given the reactants [OH:1][C:2]1[C:9]([N+:10]([O-])=O)=[CH:8][C:5]([C:6]#[N:7])=[CH:4][C:3]=1[CH3:13].NN, predict the reaction product. The product is: [NH2:10][C:9]1[CH:8]=[C:5]([CH:4]=[C:3]([CH3:13])[C:2]=1[OH:1])[C:6]#[N:7]. (4) Given the reactants Br[C:2]1[N:3]=[C:4](/[CH:8]=[CH:9]/[C:10]2[N:18]=[C:17]3[N:12]([C:13]([CH3:20])=[N:14][CH:15]=[C:16]3[CH3:19])[N:11]=2)[N:5]([CH3:7])[CH:6]=1.[NH:21]1[CH2:25][CH2:24][CH2:23][C:22]1=[O:26].C(=O)([O-])[O-].[Cs+].[Cs+].C1(P(C2C=CC=CC=2)C2C3OC4C(=CC=CC=4P(C4C=CC=CC=4)C4C=CC=CC=4)C(C)(C)C=3C=CC=2)C=CC=CC=1, predict the reaction product. The product is: [CH3:20][C:13]1[N:12]2[N:11]=[C:10](/[CH:9]=[CH:8]/[C:4]3[N:5]([CH3:7])[CH:6]=[C:2]([N:21]4[CH2:25][CH2:24][CH2:23][C:22]4=[O:26])[N:3]=3)[N:18]=[C:17]2[C:16]([CH3:19])=[CH:15][N:14]=1. (5) Given the reactants Br[C:2]1[CH:3]=[C:4]([C:15]([NH:17][CH2:18][C:19]2[C:20](=[O:29])[NH:21][C:22]([CH3:28])=[CH:23][C:24]=2[CH2:25][CH2:26][CH3:27])=[O:16])[C:5]2[C:6]([CH3:14])=[N:7][N:8]([CH:11]([CH3:13])[CH3:12])[C:9]=2[CH:10]=1.[CH3:30][N:31]1[CH2:36][CH2:35][N:34]([C:37]2[CH:42]=[C:41](B3OC(C)(C)C(C)(C)O3)[CH:40]=[CH:39][N:38]=2)[CH2:33][CH2:32]1.C(=O)(O)[O-].[Na+], predict the reaction product. The product is: [CH:11]([N:8]1[C:9]2[CH:10]=[C:2]([C:41]3[CH:40]=[CH:39][N:38]=[C:37]([N:34]4[CH2:33][CH2:32][N:31]([CH3:30])[CH2:36][CH2:35]4)[CH:42]=3)[CH:3]=[C:4]([C:15]([NH:17][CH2:18][C:19]3[C:20](=[O:29])[NH:21][C:22]([CH3:28])=[CH:23][C:24]=3[CH2:25][CH2:26][CH3:27])=[O:16])[C:5]=2[C:6]([CH3:14])=[N:7]1)([CH3:13])[CH3:12]. (6) Given the reactants [Cl:1][C:2]1[CH:3]=[C:4]([CH:24]=[CH:25][C:26]=1[Cl:27])[O:5][C:6]1[C:7](=[O:23])[NH:8][C:9]([CH:16](OCC)OCC)=[N:10][C:11]=1[C:12]([F:15])([F:14])[F:13].[Cl-].[OH:29][NH3+:30], predict the reaction product. The product is: [Cl:1][C:2]1[CH:3]=[C:4]([CH:24]=[CH:25][C:26]=1[Cl:27])[O:5][C:6]1[C:7](=[O:23])[NH:8][C:9](/[CH:16]=[N:30]/[OH:29])=[N:10][C:11]=1[C:12]([F:14])([F:15])[F:13]. (7) Given the reactants [CH3:1][C:2]1[CH:10]=[CH:9][C:5]([C:6]([OH:8])=O)=[CH:4][C:3]=1[N:11]1[C:20](=[O:21])[C:19]2[C:14](=[CH:15][CH:16]=[C:17]([CH2:22][N:23]3[CH2:28][CH2:27][O:26][CH2:25][CH2:24]3)[CH:18]=2)[N:13]=[CH:12]1.[NH2:29][C:30]1[CH:34]=[CH:33][O:32][N:31]=1, predict the reaction product. The product is: [O:32]1[CH:33]=[CH:34][C:30]([NH:29][C:6](=[O:8])[C:5]2[CH:9]=[CH:10][C:2]([CH3:1])=[C:3]([N:11]3[C:20](=[O:21])[C:19]4[C:14](=[CH:15][CH:16]=[C:17]([CH2:22][N:23]5[CH2:24][CH2:25][O:26][CH2:27][CH2:28]5)[CH:18]=4)[N:13]=[CH:12]3)[CH:4]=2)=[N:31]1.